This data is from Reaction yield outcomes from USPTO patents with 853,638 reactions. The task is: Predict the reaction yield, written as a fraction of the theoretical maximum amount of product (1.0 means a 100% yield; for example, 0.34 means a 34% yield). (1) The reactants are Cl[C:2]1[N:7]2[N:8]=[C:9]([CH2:18][CH2:19][CH3:20])[C:10]([C:11]3[CH:16]=[CH:15][N:14]=[C:13](F)[CH:12]=3)=[C:6]2[CH:5]=[CH:4][CH:3]=1.[CH:21]1([NH2:26])[CH2:25][CH2:24][CH2:23][CH2:22]1. No catalyst specified. The product is [CH:21]1([NH:26][C:2]2[N:7]3[N:8]=[C:9]([CH2:18][CH2:19][CH3:20])[C:10]([C:11]4[CH:16]=[CH:15][N:14]=[C:13]([NH:26][CH:21]5[CH2:25][CH2:24][CH2:23][CH2:22]5)[CH:12]=4)=[C:6]3[CH:5]=[CH:4][CH:3]=2)[CH2:25][CH2:24][CH2:23][CH2:22]1. The yield is 0.770. (2) The reactants are Cl.[CH3:2][O:3][C:4](=[O:10])[CH2:5][CH2:6][CH2:7][NH:8][CH3:9].[C:11]1([C:32]2[CH:37]=[CH:36][CH:35]=[CH:34][CH:33]=2)[CH:16]=[CH:15][CH:14]=[CH:13][C:12]=1[NH:17][C:18]([O:20][CH:21]1[CH2:26][CH2:25][N:24]([CH2:27][CH2:28][C:29](O)=[O:30])[CH2:23][CH2:22]1)=[O:19].C(N(CC)C(C)C)(C)C.O. The catalyst is C(Cl)Cl. The product is [CH3:2][O:3][C:4](=[O:10])[CH2:5][CH2:6][CH2:7][NH:8][CH2:9][C:29](=[O:30])[CH2:28][CH2:27][N:24]1[CH2:25][CH2:26][CH:21]([O:20][C:18](=[O:19])[NH:17][C:12]2[CH:13]=[CH:14][CH:15]=[CH:16][C:11]=2[C:32]2[CH:33]=[CH:34][CH:35]=[CH:36][CH:37]=2)[CH2:22][CH2:23]1. The yield is 1.00. (3) The reactants are [NH2:1][C:2]1[CH:7]=[CH:6][CH:5]=[CH:4][C:3]=1[NH:8][C:9]1[N:14]=[C:13]([N:15]2[CH2:20][CH2:19][N:18]([C:21]([NH:23][C:24]3[CH:29]=[CH:28][CH:27]=[C:26]([C:30]([F:33])([F:32])[F:31])[CH:25]=3)=[O:22])[CH2:17][CH2:16]2)[C:12]([Cl:34])=[CH:11][N:10]=1.[C:35](Cl)(=[O:38])[CH:36]=[CH2:37].CCN(C(C)C)C(C)C. The catalyst is C(Cl)Cl. The product is [C:35]([NH:1][C:2]1[CH:7]=[CH:6][CH:5]=[CH:4][C:3]=1[NH:8][C:9]1[N:14]=[C:13]([N:15]2[CH2:16][CH2:17][N:18]([C:21]([NH:23][C:24]3[CH:29]=[CH:28][CH:27]=[C:26]([C:30]([F:33])([F:32])[F:31])[CH:25]=3)=[O:22])[CH2:19][CH2:20]2)[C:12]([Cl:34])=[CH:11][N:10]=1)(=[O:38])[CH:36]=[CH2:37]. The yield is 0.430.